This data is from Peptide-MHC class I binding affinity with 185,985 pairs from IEDB/IMGT. The task is: Regression. Given a peptide amino acid sequence and an MHC pseudo amino acid sequence, predict their binding affinity value. This is MHC class I binding data. (1) The peptide sequence is VTFNPVSDI. The MHC is HLA-A02:01 with pseudo-sequence HLA-A02:01. The binding affinity (normalized) is 0.00718. (2) The peptide sequence is YLIKQILFV. The MHC is H-2-Db with pseudo-sequence H-2-Db. The binding affinity (normalized) is 0.135. (3) The peptide sequence is RRGWEVLKY. The MHC is HLA-A02:01 with pseudo-sequence HLA-A02:01. The binding affinity (normalized) is 0.146. (4) The peptide sequence is GEHWLGRIW. The MHC is HLA-B44:02 with pseudo-sequence HLA-B44:02. The binding affinity (normalized) is 0.237. (5) The peptide sequence is LAIVTTPLV. The MHC is HLA-B15:01 with pseudo-sequence HLA-B15:01. The binding affinity (normalized) is 0.0847. (6) The peptide sequence is LLGLWGFAAA. The MHC is HLA-A68:02 with pseudo-sequence HLA-A68:02. The binding affinity (normalized) is 0. (7) The peptide sequence is ETVWPFFYA. The MHC is HLA-B14:02 with pseudo-sequence HLA-B14:02. The binding affinity (normalized) is 0.213. (8) The peptide sequence is KEQHKRNYVP. The MHC is Mamu-B08 with pseudo-sequence Mamu-B08. The binding affinity (normalized) is 0. (9) The peptide sequence is PIFSDLLKY. The MHC is HLA-A31:01 with pseudo-sequence HLA-A31:01. The binding affinity (normalized) is 0.